Dataset: Peptide-MHC class I binding affinity with 185,985 pairs from IEDB/IMGT. Task: Regression. Given a peptide amino acid sequence and an MHC pseudo amino acid sequence, predict their binding affinity value. This is MHC class I binding data. (1) The peptide sequence is RQGKTPLTL. The MHC is HLA-B44:02 with pseudo-sequence HLA-B44:02. The binding affinity (normalized) is 0.0847. (2) The peptide sequence is TLYAVATTFI. The MHC is HLA-A02:03 with pseudo-sequence HLA-A02:03. The binding affinity (normalized) is 0.758. (3) The peptide sequence is AIIRMLQQL. The MHC is HLA-A02:01 with pseudo-sequence HLA-A02:01. The binding affinity (normalized) is 0.389. (4) The peptide sequence is GIVCYNEEV. The MHC is HLA-B51:01 with pseudo-sequence HLA-B51:01. The binding affinity (normalized) is 0.0847. (5) The peptide sequence is AEFKYIAAV. The MHC is HLA-A30:02 with pseudo-sequence HLA-A30:02. The binding affinity (normalized) is 0.144. (6) The MHC is HLA-A11:01 with pseudo-sequence HLA-A11:01. The binding affinity (normalized) is 0.164. The peptide sequence is CNDTNYSGF. (7) The peptide sequence is RECYAQRFYL. The MHC is HLA-B45:01 with pseudo-sequence HLA-B45:01. The binding affinity (normalized) is 0.327.